Dataset: Experimentally validated miRNA-target interactions with 360,000+ pairs, plus equal number of negative samples. Task: Binary Classification. Given a miRNA mature sequence and a target amino acid sequence, predict their likelihood of interaction. (1) The miRNA is mmu-miR-3085-3p with sequence UCUGGCUGCUAUGGCCCCCUC. The protein sequence of the target gene is MVGCGVAVLCLWVSCGAAAGQLEYSVPEETERGVAVGNLSADLRLPAAAMSSRNFRFLSSHRELYFGVDLPSGNLVVREPADREQLCRAKAACVLTYDLVLEDPLELHKIRIHVLDTNDNSPLFPAGDVQLHIPEFLTPGARFTLPNAQDDDEGSNGILSYSLSPSQHFRLDMGSRVDGSEYPELVLEKALDREQRATHLLVLTARDGGLPARSGDAQVTIIVVDTNDNAPVFERSVYRTKVPETAPNGTVLFRVQALDPDEGSNGEVQYSLSNSTQAELRHRFHVHPKSGEVQVAASLG.... Result: 0 (no interaction). (2) The miRNA is hsa-miR-4455 with sequence AGGGUGUGUGUGUUUUU. The protein sequence of the target gene is MLATRLSRPLSRLPGKTLSACDRENGARRPLLLGSTSFIPIGRRTYASAAEPVGSKAVLVTGCDSGFGFSLAKHLHSKGFLVFAGCLMKDKGHDGVKELDSLNSDRLRTVQLNVCSSEEVEKVVEIVRSSLKDPEKGMWGLVNNAGISTFGEVEFTSLETYKQVAEVNLWGTVRMTKSFLPLIRRAKGRVVNISSMLGRMANPARSPYCITKFGVEAFSDCLRYEMYPLGVKVSVVEPGNFIAATSLYSPESIQAIAKKMWEELPEVVRKDYGKKYFDEKIAKMETYCSSGSTDTSPVID.... Result: 1 (interaction). (3) The miRNA is hsa-miR-302d-3p with sequence UAAGUGCUUCCAUGUUUGAGUGU. The protein sequence of the target gene is MLRVVSWNINGIRRPLQGVANQEPSNCAAVAVGRILDELDADIVCLQETKVTRDALTEPLAIVEGYNSYFSFSRNRSGYSGVATFCKDNATPVAAEEGLSGLFATQNGDVGCYGNMDEFTQEELRALDSEGRALLTQHKIRTWEGKEKTLTLINVYCPHADPGRPERLVFKMRFYRLLQIRAEALLAAGSHVIILGDLNTAHRPIDHWDAVNLECFEEDPGRKWMDSLLSNLGCQSASHVGPFIDSYRCFQPKQEGAFTCWSAVTGARHLNYGSRLDYVLGDRTLVIDTFQASFLLPEVM.... Result: 1 (interaction). (4) Result: 0 (no interaction). The protein sequence of the target gene is MGRLTEAAAAGSGSRAAGWAGSPPTLLPLSPTSPRCAATMASSDEDGTNGGASEAGEDREAPGERRRLGVLATAWLTFYDIAMTAGWLVLAIAMVRFYMEKGTHRGLYKSIQKTLKFFQTFALLEIVHCLIGIVPTSVIVTGVQVSSRIFMVWLITHSIKPIQNEESVVLFLVAWTVTEITRYSFYTFSLLDHLPYFIKWARYNFFIILYPVGVAGELLTIYAALPHVKKTGMFSIRLPNKYNVSFDYYYFLLITMASYIPLFPQLYFHMLRQRRKVLHGEVIVEKDD. The miRNA is mmu-miR-713 with sequence UGCACUGAAGGCACACAGC. (5) The miRNA is hsa-miR-484 with sequence UCAGGCUCAGUCCCCUCCCGAU. The protein sequence of the target gene is MPGWRLLTQVGAQVLGRLGDGLGAALGPGNRTHIWLFVRGLHGKSGTWWDEHLSEENVPFIKQLVSDEDKAQLASKLCPLKDEPWPIHPWEPGSFRVGLIALKLGMMPLWTKDGQKHVVTLLQVQDCHVLKYTSKENCNGKMATLSVGGKTVSRFRKATSILEFYRELGLPPKQTVKIFNITDNAAIKPGTPLYAAHFRPGQYVDVTAKTIGKGFQGVMKRWGFKGQPATHGQTKTHRRPGAVATGDIGRVWPGTKMPGKMGNIYRTEYGLKVWRINTKHNIIYVNGSVPGHKNCLVKVK.... Result: 1 (interaction). (6) Result: 1 (interaction). The miRNA is hsa-miR-1-3p with sequence UGGAAUGUAAAGAAGUAUGUAU. The protein sequence of the target gene is MWVNPEEVLLANALWITERANPYFILQRRKGHAGDGGGGGGLAGLLVGTLDVVLDSSARVAPYRILYQTPDSLVYWTIACGGSRKEITEHWEWLEQNLLQTLSIFENENDITTFVRGKIQGIIAEYNKINDVKEDDDTEKFKEAIVKFHRLFGMPEEEKLVNYYSCSYWKGKVPRQGWMYLSINHLCFYSFLMGREAKLVIRWVDITQLEKNATLLLPDVIKVSTRSSEHFFSVFLNINETFKLMEQLANIAMRQLLDNEGFEQDRSLPKLKRKSPKKVSALKRDLDARAKSERYRALFR.... (7) The miRNA is cel-miR-1824-5p with sequence UGGCAGUGUUUCUCCCCCAACUU. The protein sequence of the target gene is MLRDSLKSWNDSQSDLCSSDQEEEEEMVFGENEDGLEEMMDLSDLPTSLFACSVHEAVFEVQEQKERFEALFTLYDDQVTFQLFKSFRRVRINFSKPEAAARARIELHESEFHGRKLKLYFAQVQVSGEARDKSYLLPPQPTKQFLISPPASPPVGWKQSEDAMPVINYDLLCAVSKLGPGEKYELHAGTESTPSVVVHVCESETEEEEDTKNPKQKITQTRRPEAPTAALSERLDCAL. Result: 0 (no interaction).